This data is from Forward reaction prediction with 1.9M reactions from USPTO patents (1976-2016). The task is: Predict the product of the given reaction. (1) Given the reactants [H-].[Na+].[Cl:3][C:4]1[C:5]([I:13])=[C:6]2[CH:12]=[CH:11][NH:10][C:7]2=[N:8][CH:9]=1.[C:14]1([CH3:24])[CH:19]=[CH:18][C:17]([S:20](Cl)(=[O:22])=[O:21])=[CH:16][CH:15]=1, predict the reaction product. The product is: [Cl:3][C:4]1[C:5]([I:13])=[C:6]2[CH:12]=[CH:11][N:10]([S:20]([C:17]3[CH:18]=[CH:19][C:14]([CH3:24])=[CH:15][CH:16]=3)(=[O:22])=[O:21])[C:7]2=[N:8][CH:9]=1. (2) Given the reactants FC(F)(F)C(O)=O.[NH2:8][C:9]([CH3:37])([CH3:36])[C@H:10]([NH:15][C:16](=[O:35])[C:17]1[CH:22]=[CH:21][C:20]([C:23]#[C:24][C:25]#[C:26][C:27]2([OH:34])[CH2:31][CH2:30][CH:29]([CH2:32][OH:33])[CH2:28]2)=[CH:19][CH:18]=1)[C:11](OC)=[O:12].[NH2:38][OH:39].C(O)(=O)C, predict the reaction product. The product is: [NH2:8][C:9]([CH3:36])([CH3:37])[C@H:10]([NH:15][C:16](=[O:35])[C:17]1[CH:18]=[CH:19][C:20]([C:23]#[C:24][C:25]#[C:26][C:27]2([OH:34])[CH2:31][CH2:30][CH:29]([CH2:32][OH:33])[CH2:28]2)=[CH:21][CH:22]=1)[C:11]([NH:38][OH:39])=[O:12]. (3) The product is: [C:1]1(/[CH:7]=[CH:27]/[CH:28]([NH:39][C:40](=[O:48])[CH2:41][C:42]2[CH:47]=[CH:46][CH:45]=[CH:44][CH:43]=2)[NH:29][C:30](=[O:38])[CH2:31][C:32]2[CH:33]=[CH:34][CH:35]=[CH:36][CH:37]=2)[CH:6]=[CH:5][CH:4]=[CH:3][CH:2]=1. Given the reactants [C:1]1([CH2:7]C(N)=O)[CH:6]=[CH:5][CH:4]=[CH:3][CH:2]=1.C(=O)C=CC1C=CC=CC=1.C1([CH2:27][CH:28]([NH:39][C:40](=[O:48])[CH2:41][C:42]2[CH:47]=[CH:46][CH:45]=[CH:44][CH:43]=2)[NH:29][C:30](=[O:38])[CH2:31][C:32]2[CH:37]=[CH:36][CH:35]=[CH:34][CH:33]=2)C=CC=CC=1, predict the reaction product. (4) Given the reactants CN(C([O:8]N1N=NC2C=CC=NC1=2)=[N+](C)C)C.F[P-](F)(F)(F)(F)F.[CH:25]1[CH:26]=[CH:27][C:28]2[N:33](O)N=N[C:29]=2[CH:30]=1.[F:35][C:36]1[CH:41]=[C:40]([F:42])[CH:39]=[CH:38][C:37]=1[C:43]1[CH:48]=[CH:47][C:46](C(O)=O)=[CH:45][CH:44]=1.NC1C=[CH:57][C:56]([N:59]2C[CH2:62][CH:61](N(C)C(=O)C)[CH2:60]2)=[CH:55][CH:54]=1.C[N:70]([CH:72]=[O:73])C, predict the reaction product. The product is: [C:61]([CH2:60][NH:59][CH:56]1[CH2:55][CH2:54][N:33]([C:28]2[CH:27]=[CH:26][C:25]([NH:70][C:72]([C:46]3[CH:45]=[CH:44][C:43]([C:37]4[CH:38]=[CH:39][C:40]([F:42])=[CH:41][C:36]=4[F:35])=[CH:48][CH:47]=3)=[O:73])=[CH:30][CH:29]=2)[CH2:57]1)(=[O:8])[CH3:62].